From a dataset of NCI-60 drug combinations with 297,098 pairs across 59 cell lines. Regression. Given two drug SMILES strings and cell line genomic features, predict the synergy score measuring deviation from expected non-interaction effect. (1) Drug 1: C1=CC(=CC=C1CCCC(=O)O)N(CCCl)CCCl. Drug 2: CN(C(=O)NC(C=O)C(C(C(CO)O)O)O)N=O. Cell line: 786-0. Synergy scores: CSS=24.1, Synergy_ZIP=-13.6, Synergy_Bliss=-18.2, Synergy_Loewe=-29.7, Synergy_HSA=-17.7. (2) Synergy scores: CSS=36.4, Synergy_ZIP=-7.67, Synergy_Bliss=-2.30, Synergy_Loewe=-78.0, Synergy_HSA=-1.79. Cell line: OVCAR-8. Drug 1: CCC1=C2CN3C(=CC4=C(C3=O)COC(=O)C4(CC)O)C2=NC5=C1C=C(C=C5)O. Drug 2: CC(C)NC(=O)C1=CC=C(C=C1)CNNC.Cl. (3) Drug 1: CN(C)C1=NC(=NC(=N1)N(C)C)N(C)C. Drug 2: CCC1(CC2CC(C3=C(CCN(C2)C1)C4=CC=CC=C4N3)(C5=C(C=C6C(=C5)C78CCN9C7C(C=CC9)(C(C(C8N6C=O)(C(=O)OC)O)OC(=O)C)CC)OC)C(=O)OC)O.OS(=O)(=O)O. Cell line: DU-145. Synergy scores: CSS=-1.79, Synergy_ZIP=1.84, Synergy_Bliss=8.75, Synergy_Loewe=-2.04, Synergy_HSA=3.66. (4) Drug 1: CC1=CC=C(C=C1)C2=CC(=NN2C3=CC=C(C=C3)S(=O)(=O)N)C(F)(F)F. Drug 2: CCC1=C2CN3C(=CC4=C(C3=O)COC(=O)C4(CC)O)C2=NC5=C1C=C(C=C5)O. Cell line: CCRF-CEM. Synergy scores: CSS=61.2, Synergy_ZIP=6.48, Synergy_Bliss=7.14, Synergy_Loewe=-49.1, Synergy_HSA=2.95. (5) Drug 2: CCC1(CC2CC(C3=C(CCN(C2)C1)C4=CC=CC=C4N3)(C5=C(C=C6C(=C5)C78CCN9C7C(C=CC9)(C(C(C8N6C)(C(=O)OC)O)OC(=O)C)CC)OC)C(=O)OC)O.OS(=O)(=O)O. Drug 1: C1=NC2=C(N=C(N=C2N1C3C(C(C(O3)CO)O)O)F)N. Synergy scores: CSS=1.08, Synergy_ZIP=-0.684, Synergy_Bliss=-1.68, Synergy_Loewe=0.932, Synergy_HSA=-1.59. Cell line: A498.